From a dataset of Reaction yield outcomes from USPTO patents with 853,638 reactions. Predict the reaction yield, written as a fraction of the theoretical maximum amount of product (1.0 means a 100% yield; for example, 0.34 means a 34% yield). (1) The reactants are [F:1][C:2]1[CH:7]=[C:6]([N+:8]([O-])=O)[CH:5]=[CH:4][C:3]=1[O:11][C:12](=[O:14])[CH3:13]. The catalyst is CO.[Ni]. The product is [NH2:8][C:6]1[CH:5]=[CH:4][C:3]([O:11][C:12](=[O:14])[CH3:13])=[C:2]([F:1])[CH:7]=1. The yield is 0.670. (2) The reactants are [Cl:1][C:2]1[CH:3]=[C:4]([NH:8][C:9]2[CH:14]=[C:13]([NH2:15])[N:12]=[CH:11][N:10]=2)[CH:5]=[CH:6][CH:7]=1.[Cl:16][C:17]1[CH:22]=[CH:21][CH:20]=[CH:19][C:18]=1[N:23]=[C:24]=[O:25]. The catalyst is COCCOCCOC. The product is [Cl:16][C:17]1[CH:22]=[CH:21][CH:20]=[CH:19][C:18]=1[NH:23][C:24](=[O:25])[NH:15][C:13]1[CH:14]=[C:9]([NH:8][C:4]2[CH:5]=[CH:6][CH:7]=[C:2]([Cl:1])[CH:3]=2)[N:10]=[CH:11][N:12]=1. The yield is 0.520. (3) The catalyst is C(#N)C.CC([O-])=O.CC([O-])=O.[Pd+2].O.CCOCC. The yield is 0.870. The product is [CH3:39][O:40][C:41](=[O:48])/[C:42](/[C:2]1[CH:7]=[CH:6][C:5]([O:8][CH3:9])=[CH:4][CH:3]=1)=[CH:43]/[C:44]([O:46][CH3:47])=[O:45]. The reactants are I[C:2]1[CH:7]=[CH:6][C:5]([O:8][CH3:9])=[CH:4][CH:3]=1.C(N(CC)CC)C.C1(C)C=CC=CC=1P(C1C=CC=CC=1C)C1C=CC=CC=1C.[CH3:39][O:40][C:41](=[O:48])/[CH:42]=[CH:43]/[C:44]([O:46][CH3:47])=[O:45]. (4) The reactants are NC[C@@H](N[C:24](=[O:36])[C:25]1C=C[C:28]([O:31][CH:32](C)C)=[C:27](Cl)[CH:26]=1)CC1C=CC(C2N=C3C(C(O)C)=CC=CN3C=2)=CC=1.CCN=C=N[CH2:42][CH2:43][CH2:44][N:45](C)C.C(N(CC)[CH:52]([CH3:54])[CH3:53])(C)C.CN(C)CC(O)=[O:61]. The catalyst is C(Cl)Cl.O. The product is [C:44]([C:43]1[CH:42]=[C:27]([CH:26]=[CH:25][C:24]=1[O:36][CH:52]([CH3:53])[CH3:54])[C:28]([O:31][CH3:32])=[O:61])#[N:45]. The yield is 0.480. (5) The reactants are P([O-])([O-])([O-])=O.[K+].[K+].[K+].[Cl:9][C:10]1[CH:15]=[CH:14][C:13]([N+:16]([O-:18])=[O:17])=[CH:12][C:11]=1[B-](F)(F)F.[K+].Cl[C:25]1[C:30]2[CH:31]=[CH:32][O:33][C:29]=2[CH:28]=[CH:27][N:26]=1. The catalyst is C1(C)C=CC=CC=1.C1C=CC([P]([Pd]([P](C2C=CC=CC=2)(C2C=CC=CC=2)C2C=CC=CC=2)([P](C2C=CC=CC=2)(C2C=CC=CC=2)C2C=CC=CC=2)[P](C2C=CC=CC=2)(C2C=CC=CC=2)C2C=CC=CC=2)(C2C=CC=CC=2)C2C=CC=CC=2)=CC=1. The product is [Cl:9][C:10]1[CH:15]=[CH:14][C:13]([N+:16]([O-:18])=[O:17])=[CH:12][C:11]=1[C:25]1[C:30]2[CH:31]=[CH:32][O:33][C:29]=2[CH:28]=[CH:27][N:26]=1. The yield is 0.170.